From a dataset of Full USPTO retrosynthesis dataset with 1.9M reactions from patents (1976-2016). Predict the reactants needed to synthesize the given product. (1) Given the product [O:1]1[CH2:6][CH2:5][NH:4][C:3]2[N:7]=[CH:8][C:9](/[CH:11]=[CH:12]/[C:13]([N:43]([CH3:44])[CH2:42][C:35]3[C:36]4[C:41](=[CH:40][CH:39]=[CH:38][CH:37]=4)[N:33]([CH3:32])[CH:34]=3)=[O:15])=[CH:10][C:2]1=2, predict the reactants needed to synthesize it. The reactants are: [O:1]1[CH2:6][CH2:5][NH:4][C:3]2[N:7]=[CH:8][C:9](/[CH:11]=[CH:12]/[C:13]([OH:15])=O)=[CH:10][C:2]1=2.Cl.O=C1CC2C(=CC=C(/C=C/C(O)=O)C=2)N1.[CH3:32][N:33]1[C:41]2[C:36](=[CH:37][CH:38]=[CH:39][CH:40]=2)[C:35]([CH2:42][NH:43][CH3:44])=[CH:34]1.CC1NC2C(C=1CNC)=CC=CC=2.C(C(O)=O)CC(O)=O. (2) Given the product [N:15]12[CH2:20][CH2:19][CH:18]([CH2:17][CH2:16]1)[C:13]([C:7]1[C:6]3[C:10](=[CH:11][CH:12]=[C:4]([NH:1][C:24]([C:26]4[S:27][CH:28]=[CH:29][CH:30]=4)=[NH:25])[CH:5]=3)[NH:9][CH:8]=1)=[CH:14]2, predict the reactants needed to synthesize it. The reactants are: [N+:1]([C:4]1[CH:5]=[C:6]2[C:10](=[CH:11][CH:12]=1)[NH:9][CH:8]=[C:7]2[C:13]1[CH:18]2[CH2:19][CH2:20][N:15]([CH2:16][CH2:17]2)[CH:14]=1)([O-])=O.I.CS[C:24]([C:26]1[S:27][CH:28]=[CH:29][CH:30]=1)=[NH:25]. (3) Given the product [Cl:38][C:39]1[CH:44]=[CH:43][C:42]([CH2:45][CH2:46][NH:47][C:3]([C:5]2[N:14]3[C:8]([CH2:9][N:10]([C:19]([C:21]4[CH:26]=[CH:25][C:24]([C:27]5[CH:32]=[CH:31][CH:30]=[CH:29][C:28]=5[CH3:33])=[C:23]([O:34][CH3:35])[CH:22]=4)=[O:20])[C:11]4[CH:18]=[CH:17][CH:16]=[CH:15][C:12]=4[CH2:13]3)=[CH:7][CH:6]=2)=[O:4])=[CH:41][CH:40]=1, predict the reactants needed to synthesize it. The reactants are: ClC(Cl)(Cl)[C:3]([C:5]1[N:14]2[C:8]([CH2:9][N:10]([C:19]([C:21]3[CH:26]=[CH:25][C:24]([C:27]4[CH:32]=[CH:31][CH:30]=[CH:29][C:28]=4[CH3:33])=[C:23]([O:34][CH3:35])[CH:22]=3)=[O:20])[C:11]3[CH:18]=[CH:17][CH:16]=[CH:15][C:12]=3[CH2:13]2)=[CH:7][CH:6]=1)=[O:4].[Cl:38][C:39]1[CH:44]=[CH:43][C:42]([CH2:45][CH2:46][NH2:47])=[CH:41][CH:40]=1. (4) The reactants are: FC(F)(F)S(O[C:7]1[CH:12]=[CH:11][C:10]([C@H:13]([NH:21][C:22]([O:24][C:25]([CH3:28])([CH3:27])[CH3:26])=[O:23])[C:14](=[O:20])[N:15]2[CH2:19][CH2:18][CH2:17][CH2:16]2)=[CH:9][CH:8]=1)(=O)=O.[CH3:31][O:32][CH2:33][CH2:34][O:35][CH2:36][CH2:37][O:38][CH2:39][CH2:40][O:41][CH2:42][CH2:43][O:44][CH2:45][CH2:46][NH2:47].C(=O)([O-])[O-].[Cs+].[Cs+].C(P(C(C)(C)C)C1C(OC)=CC=C(OC)C=1C1C(C(C)C)=CC(C(C)C)=CC=1C(C)C)(C)(C)C. Given the product [C:25]([O:24][C:22](=[O:23])[NH:21][C@@H:13]([C:10]1[CH:11]=[CH:12][C:7]([NH:47][CH2:46][CH2:45][O:44][CH2:43][CH2:42][O:41][CH2:40][CH2:39][O:38][CH2:37][CH2:36][O:35][CH2:34][CH2:33][O:32][CH3:31])=[CH:8][CH:9]=1)[C:14](=[O:20])[N:15]1[CH2:19][CH2:18][CH2:17][CH2:16]1)([CH3:28])([CH3:27])[CH3:26], predict the reactants needed to synthesize it. (5) The reactants are: [CH3:1][N:2]([CH3:27])[C:3]([C:5]1[N:6]([CH3:26])[C:7]2[C:15]([CH:16]=1)=[C:14]1[C:10]([C:11](=[O:18])[NH:12][C:13]1=[O:17])=[C:9]([C:19]1[CH:24]=[CH:23][CH:22]=[CH:21][C:20]=1[Cl:25])[CH:8]=2)=[O:4].[Br:28]Br.N(C(C)(C)C#N)=NC(C)(C)C#N.O. Given the product [CH3:1][N:2]([CH3:27])[C:3]([C:5]1[N:6]([CH3:26])[C:7]2[C:15]([C:16]=1[Br:28])=[C:14]1[C:10]([C:11](=[O:18])[NH:12][C:13]1=[O:17])=[C:9]([C:19]1[CH:24]=[CH:23][CH:22]=[CH:21][C:20]=1[Cl:25])[CH:8]=2)=[O:4], predict the reactants needed to synthesize it. (6) Given the product [C:24]([N:22]1[CH2:21][CH2:20][C:19]2([CH2:18][CH2:17][N:16]([C:10]3[CH:11]=[C:12]([CH:13]=[C:8]([NH2:7])[C:9]=3[Cl:29])[C:14]#[N:15])[CH2:28][CH2:27]2)[CH2:23]1)(=[O:26])[CH3:25], predict the reactants needed to synthesize it. The reactants are: C(OC(=O)[NH:7][C:8]1[CH:13]=[C:12]([C:14]#[N:15])[CH:11]=[C:10]([N:16]2[CH2:28][CH2:27][C:19]3([CH2:23][N:22]([C:24](=[O:26])[CH3:25])[CH2:21][CH2:20]3)[CH2:18][CH2:17]2)[C:9]=1[Cl:29])(C)(C)C.C(O)(C(F)(F)F)=O. (7) Given the product [CH3:1][N:2]1[C@@H:19]2[CH2:20][C:7]3=[CH:8][CH:9]=[C:10]([OH:22])[C:11]4[O:12][C@H:13]5[C:14]([CH2:16][CH2:17][C@:18]2([OH:21])[C@:5]5([C:6]=43)[CH2:4][CH2:3]1)=[O:15], predict the reactants needed to synthesize it. The reactants are: [CH3:1][N:2]1[C@@H:19]2[CH2:20][C:7]3=[CH:8][CH:9]=[C:10]([OH:22])[C:11]4[O:12][C@H:13]5[C:14]([CH2:16][CH2:17][C@:18]2([OH:21])[C@:5]5([C:6]=43)[CH2:4][CH2:3]1)=[O:15].Cl.C([O-])(=O)C.